From a dataset of Reaction yield outcomes from USPTO patents with 853,638 reactions. Predict the reaction yield, written as a fraction of the theoretical maximum amount of product (1.0 means a 100% yield; for example, 0.34 means a 34% yield). (1) The reactants are [CH3:1][O:2][C:3]1[CH:8]=[C:7]([C:9]2[CH:10]=[N:11][N:12]([CH3:14])[CH:13]=2)[CH:6]=[CH:5][C:4]=1[NH:15][CH:16]=O.[H-].[Na+].[Cl:20][C:21]1[C:26]2[N:27]=C(S(C)(=O)=O)[N:29]=[CH:30][C:25]=2[CH:24]=[CH:23][N:22]=1.[OH-].[Na+]. The catalyst is C1COCC1.CO. The product is [Cl:20][C:21]1[C:26]2[N:27]=[C:16]([NH:15][C:4]3[CH:5]=[CH:6][C:7]([C:9]4[CH:10]=[N:11][N:12]([CH3:14])[CH:13]=4)=[CH:8][C:3]=3[O:2][CH3:1])[N:29]=[CH:30][C:25]=2[CH:24]=[CH:23][N:22]=1. The yield is 0.790. (2) The reactants are [C:1]([C:4]1[CH:9]=[CH:8][C:7]([N:10]=[C:11]=S)=[CH:6][CH:5]=1)(=[O:3])[CH3:2].C(N=C=NC(C)C)(C)C.[NH2:22][C:23]1[CH:41]=[CH:40][C:26]([C:27]([N:29]([CH2:35][CH2:36][CH:37]([CH3:39])[CH3:38])[CH2:30][CH2:31][CH:32]([CH3:34])[CH3:33])=[O:28])=[CH:25][C:24]=1[NH:42][CH2:43][CH2:44][CH:45]1[O:49][CH2:48][CH2:47][O:46]1. The catalyst is O1CCCC1. The product is [C:1]([C:4]1[CH:9]=[CH:8][C:7]([NH:10][C:11]2[N:42]([CH2:43][CH2:44][CH:45]3[O:46][CH2:47][CH2:48][O:49]3)[C:24]3[CH:25]=[C:26]([C:27]([N:29]([CH2:30][CH2:31][CH:32]([CH3:34])[CH3:33])[CH2:35][CH2:36][CH:37]([CH3:38])[CH3:39])=[O:28])[CH:40]=[CH:41][C:23]=3[N:22]=2)=[CH:6][CH:5]=1)(=[O:3])[CH3:2]. The yield is 0.660. (3) The reactants are [NH2:1][C:2]1[N:3]=[C:4]([CH3:20])[C:5]2[CH:11]=[CH:10][C:9](=[O:12])[N:8]([C@H:13]3[CH2:18][CH2:17][C@H:16]([OH:19])[CH2:15][CH2:14]3)[C:6]=2[N:7]=1.[Br:21]N1C(=O)CCC1=O. The catalyst is CN(C)C=O. The product is [NH2:1][C:2]1[N:3]=[C:4]([CH3:20])[C:5]2[CH:11]=[C:10]([Br:21])[C:9](=[O:12])[N:8]([C@H:13]3[CH2:14][CH2:15][C@H:16]([OH:19])[CH2:17][CH2:18]3)[C:6]=2[N:7]=1. The yield is 0.810. (4) The reactants are [CH3:1][O:2][C:3]1[CH:12]=[CH:11][C:10]2[C:5](=[C:6]([O:13][CH2:14][C:15]([O:17]CC)=O)[CH:7]=[CH:8][CH:9]=2)[N:4]=1.[NH2:20][CH2:21][C@@H:22]([OH:34])[CH2:23][N:24]1[CH2:33][CH2:32][C:31]2[C:26](=[CH:27][CH:28]=[CH:29][CH:30]=2)[CH2:25]1. The catalyst is CCO. The product is [CH2:25]1[C:26]2[C:31](=[CH:30][CH:29]=[CH:28][CH:27]=2)[CH2:32][CH2:33][N:24]1[CH2:23][C@H:22]([OH:34])[CH2:21][NH:20][C:15](=[O:17])[CH2:14][O:13][C:6]1[CH:7]=[CH:8][CH:9]=[C:10]2[C:5]=1[N:4]=[C:3]([O:2][CH3:1])[CH:12]=[CH:11]2. The yield is 0.480. (5) The reactants are [NH:1]1[C:9]2[C:4](=[CH:5][CH:6]=[CH:7][N:8]=2)[C:3]([CH:10]=O)=[CH:2]1.[OH:12][CH2:13][CH2:14][O:15][C:16]1[CH:21]=[CH:20][C:19]([NH:22][C:23]2[O:24][CH2:25][C:26](=[O:33])[C:27]=2[C:28]([O:30][CH2:31][CH3:32])=[O:29])=[C:18]([CH3:34])[CH:17]=1.N1CCC[C@H]1C(O)=O. The catalyst is C(O)C. The product is [NH:1]1[C:9]2=[N:8][CH:7]=[CH:6][CH:5]=[C:4]2[C:3]([CH:10]=[C:25]2[O:24][C:23]([NH:22][C:19]3[CH:20]=[CH:21][C:16]([O:15][CH2:14][CH2:13][OH:12])=[CH:17][C:18]=3[CH3:34])=[C:27]([C:28]([O:30][CH2:31][CH3:32])=[O:29])[C:26]2=[O:33])=[CH:2]1. The yield is 0.480. (6) The reactants are [N+:1]([C:4]1[CH:9]=[C:8]([C:10]([F:13])([F:12])[F:11])[CH:7]=[CH:6][C:5]=1[S:14](Cl)(=[O:16])=[O:15])([O-:3])=[O:2].[Cl:18][C:19]1[C:28]([NH2:29])=[C:27]2[C:22]([C:23]([O:30][CH3:31])=[CH:24][CH:25]=[N:26]2)=[CH:21][CH:20]=1. The catalyst is N1C=CC=CC=1. The product is [Cl:18][C:19]1[C:28]([NH:29][S:14]([C:5]2[CH:6]=[CH:7][C:8]([C:10]([F:13])([F:12])[F:11])=[CH:9][C:4]=2[N+:1]([O-:3])=[O:2])(=[O:16])=[O:15])=[C:27]2[C:22]([C:23]([O:30][CH3:31])=[CH:24][CH:25]=[N:26]2)=[CH:21][CH:20]=1. The yield is 0.690.